From a dataset of Reaction yield outcomes from USPTO patents with 853,638 reactions. Predict the reaction yield, written as a fraction of the theoretical maximum amount of product (1.0 means a 100% yield; for example, 0.34 means a 34% yield). (1) The reactants are C(=O)([O-])[O-].[K+].[K+].C[Si]([C:11]#[C:12][C:13]1[CH:14]=[C:15]([CH:19]=[CH:20][CH:21]=1)[C:16]([NH2:18])=[O:17])(C)C.O.CCOC(C)=O. The catalyst is CO. The product is [C:12]([C:13]1[CH:14]=[C:15]([CH:19]=[CH:20][CH:21]=1)[C:16]([NH2:18])=[O:17])#[CH:11]. The yield is 0.350. (2) The yield is 0.590. The catalyst is CCOCC. The reactants are [CH:1]1[C:14]2[CH:13]([C:15]#[N:16])[C:12]3[C:7](=[CH:8][CH:9]=[CH:10][CH:11]=3)[S:6][C:5]=2[CH:4]=[CH:3][CH:2]=1.C([Li])CCC.[CH3:22][CH2:23][O:24][C:25]([CH2:27]Br)=[O:26]. The product is [CH2:23]([O:24][C:25](=[O:26])[CH2:27][C:13]1([C:15]#[N:16])[C:14]2[CH:1]=[CH:2][CH:3]=[CH:4][C:5]=2[S:6][C:7]2[C:12]1=[CH:11][CH:10]=[CH:9][CH:8]=2)[CH3:22]. (3) The reactants are [C:1]([C:3]1[CH:19]=[CH:18][C:6]([O:7][C:8]2[CH:9]=[CH:10][C:11]3[B:15]([OH:16])[O:14][CH2:13][C:12]=3[CH:17]=2)=[C:5]([OH:20])[CH:4]=1)#N.[OH-:21].[Na+].Cl.C[OH:25]. The catalyst is O1CCOCC1. The product is [C:1]([C:3]1[CH:19]=[CH:18][C:6]([O:7][C:8]2[CH:9]=[CH:10][C:11]3[B:15]([OH:16])[O:14][CH2:13][C:12]=3[CH:17]=2)=[C:5]([OH:20])[CH:4]=1)([OH:25])=[O:21]. The yield is 0.300. (4) The reactants are [CH3:1][O:2][C:3]1[CH:12]=[C:11]2[C:6]([CH2:7][CH2:8][C:9](=[O:13])[CH2:10]2)=[CH:5][CH:4]=1.N1CCCC1.Br[CH2:20][C:21]1[CH:26]=[CH:25][C:24]([Cl:27])=[C:23]([Cl:28])[CH:22]=1.CO.C(Cl)Cl.O. The catalyst is CO.CC#N. The product is [Cl:28][C:23]1[CH:22]=[C:21]([CH:26]=[CH:25][C:24]=1[Cl:27])[CH2:20][CH:10]1[C:11]2[C:6](=[CH:5][CH:4]=[C:3]([O:2][CH3:1])[CH:12]=2)[CH2:7][CH2:8][C:9]1=[O:13]. The yield is 0.840. (5) The reactants are CC(C)([O-])C.[K+].[C:7]([CH2:9]P(=O)(OCC)OCC)#[N:8].O=[C:19]1[CH2:22][N:21]([C:23]([O:25][C:26]([CH3:29])([CH3:28])[CH3:27])=[O:24])[CH2:20]1.O. The catalyst is O1CCCC1. The product is [C:7]([CH:9]=[C:19]1[CH2:22][N:21]([C:23]([O:25][C:26]([CH3:29])([CH3:28])[CH3:27])=[O:24])[CH2:20]1)#[N:8]. The yield is 0.580. (6) The reactants are [NH2:1][CH:2]([C:7]1[CH:8]=[C:9]([C:13]2[CH:20]=[CH:19][C:16]([C:17]#[N:18])=[C:15]([CH3:21])[CH:14]=2)[CH:10]=[N:11][CH:12]=1)[C:3]([F:6])([F:5])[F:4].C(N(CC)CC)C.[CH2:29]([S:31](Cl)(=[O:33])=[O:32])[CH3:30]. The catalyst is C(Cl)Cl. The product is [C:17]([C:16]1[CH:19]=[CH:20][C:13]([C:9]2[CH:8]=[C:7]([CH:2]([NH:1][S:31]([CH2:29][CH3:30])(=[O:33])=[O:32])[C:3]([F:4])([F:6])[F:5])[CH:12]=[N:11][CH:10]=2)=[CH:14][C:15]=1[CH3:21])#[N:18]. The yield is 0.160. (7) The reactants are [Cl:1][C:2]1[N:7]=[C:6]2[C:8]([CH3:19])=[C:9]([C:11]([CH:13]3[CH2:18][CH2:17][CH2:16][CH2:15][CH2:14]3)=O)[O:10][C:5]2=[CH:4][CH:3]=1.[NH2:20][C:21]1[CH:30]=[CH:29][C:24]([C:25]([O:27][CH3:28])=[O:26])=[CH:23][CH:22]=1.C(=O)([O-])O.[Na+].C([BH3-])#N.[Na+]. The catalyst is C(Cl)Cl.O1CCCC1.[Ti](Cl)(Cl)(Cl)Cl.C(O)(=O)C.C(N(CC)CC)C. The product is [Cl:1][C:2]1[N:7]=[C:6]2[C:8]([CH3:19])=[C:9]([CH:11]([NH:20][C:21]3[CH:22]=[CH:23][C:24]([C:25]([O:27][CH3:28])=[O:26])=[CH:29][CH:30]=3)[CH:13]3[CH2:18][CH2:17][CH2:16][CH2:15][CH2:14]3)[O:10][C:5]2=[CH:4][CH:3]=1. The yield is 0.810.